This data is from Forward reaction prediction with 1.9M reactions from USPTO patents (1976-2016). The task is: Predict the product of the given reaction. (1) Given the reactants [CH3:1][O:2][C:3](=[O:31])[CH2:4][O:5][C:6]1[CH:15]=[CH:14][C:13]([F:16])=[C:12]2[C:7]=1[C:8]([O:27][CH:28]([F:30])[F:29])=[C:9]([CH2:19][C:20]1[CH:25]=[CH:24][C:23](Br)=[CH:22][CH:21]=1)[C:10]([CH2:17][CH3:18])=[N:11]2.[C:32]([O:36][C:37](=[O:39])[NH2:38])([CH3:35])([CH3:34])[CH3:33].CC1(C)C2C(=C(P(C3C=CC=CC=3)C3C=CC=CC=3)C=CC=2)OC2C(P(C3C=CC=CC=3)C3C=CC=CC=3)=CC=CC1=2.C(=O)([O-])[O-].[Cs+].[Cs+], predict the reaction product. The product is: [CH3:1][O:2][C:3](=[O:31])[CH2:4][O:5][C:6]1[CH:15]=[CH:14][C:13]([F:16])=[C:12]2[C:7]=1[C:8]([O:27][CH:28]([F:30])[F:29])=[C:9]([CH2:19][C:20]1[CH:25]=[CH:24][C:23]([NH:38][C:37]([O:36][C:32]([CH3:35])([CH3:34])[CH3:33])=[O:39])=[CH:22][CH:21]=1)[C:10]([CH2:17][CH3:18])=[N:11]2. (2) Given the reactants Br[C:2]1[CH:7]=[CH:6][CH:5]=[CH:4][C:3]=1[CH:8]1[CH2:17][C:16]([CH3:19])([CH3:18])[C:15]2[C:10](=[CH:11][CH:12]=[C:13]([Cl:20])[CH:14]=2)[NH:9]1.[NH2:21][C:22]([CH3:27])([CH3:26])[C:23]([OH:25])=[O:24].C(=O)([O-])[O-].[K+].[K+], predict the reaction product. The product is: [Cl:20][C:13]1[CH:14]=[C:15]2[C:10](=[CH:11][CH:12]=1)[NH:9][CH:8]([C:3]1[CH:4]=[CH:5][CH:6]=[CH:7][C:2]=1[NH:21][C:22]([CH3:27])([CH3:26])[C:23]([OH:25])=[O:24])[CH2:17][C:16]2([CH3:19])[CH3:18]. (3) Given the reactants [OH:1][C@H:2]1[CH2:6][CH2:5][NH:4][C:3]1=[O:7].C(N(CC)CC)C.[CH3:15][S:16](Cl)(=[O:18])=[O:17], predict the reaction product. The product is: [CH3:15][S:16]([O:1][C@H:2]1[CH2:6][CH2:5][NH:4][C:3]1=[O:7])(=[O:18])=[O:17]. (4) Given the reactants [CH3:1][S:2]([C:5]1[CH:10]=[CH:9][C:8]([C:11]2[CH:16]=[CH:15][N:14]3[CH:17]=[CH:18][N:19]=[C:13]3[CH:12]=2)=[CH:7][CH:6]=1)(=[O:4])=[O:3].C1C(=O)N([I:27])C(=O)C1, predict the reaction product. The product is: [I:27][C:17]1[N:14]2[CH:15]=[CH:16][C:11]([C:8]3[CH:7]=[CH:6][C:5]([S:2]([CH3:1])(=[O:3])=[O:4])=[CH:10][CH:9]=3)=[CH:12][C:13]2=[N:19][CH:18]=1. (5) Given the reactants [Cl:1][C:2]1[CH:3]=[CH:4][C:5]([O:17][CH:18]([F:20])[F:19])=[C:6]([C:8]2[C:13]([O:14][CH3:15])=[CH:12][NH:11][C:10](=[O:16])[CH:9]=2)[CH:7]=1.Br[CH:22]([CH3:26])[C:23]([OH:25])=[O:24], predict the reaction product. The product is: [Cl:1][C:2]1[CH:3]=[CH:4][C:5]([O:17][CH:18]([F:20])[F:19])=[C:6]([C:8]2[C:13]([O:14][CH3:15])=[CH:12][N:11]([CH:22]([CH3:26])[C:23]([OH:25])=[O:24])[C:10](=[O:16])[CH:9]=2)[CH:7]=1. (6) Given the reactants [CH3:1][C:2]1([CH3:16])[C:6]([CH3:8])([CH3:7])[O:5][B:4]([C:9]2[CH:14]=[CH:13][C:12]([NH2:15])=[CH:11][CH:10]=2)[O:3]1.C(N(CC)CC)C.ClC(Cl)(O[C:28](=O)[O:29][C:30](Cl)(Cl)Cl)Cl.C[O:37][C:38]1[N:43]=[C:42]([NH2:44])[CH:41]=[N:40][CH:39]=1, predict the reaction product. The product is: [CH3:30][O:29][C:28]1[N:44]=[C:42]([NH:43][C:38]([NH:15][C:12]2[CH:13]=[CH:14][C:9]([B:4]3[O:3][C:2]([CH3:16])([CH3:1])[C:6]([CH3:7])([CH3:8])[O:5]3)=[CH:10][CH:11]=2)=[O:37])[CH:41]=[N:40][CH:39]=1. (7) Given the reactants [F:1][C:2]1[CH:3]=[C:4](B(O)O)[CH:5]=[CH:6][CH:7]=1.[Cl:11][C:12]1[C:17]([C:18]2[CH:23]=[CH:22][CH:21]=[CH:20][CH:19]=2)=[N:16][N:15]=[C:14]2[N:24]([CH2:28][CH2:29][N:30]3[CH2:34][CH2:33][C@@H:32]([F:35])[CH2:31]3)[N:25]=[C:26](I)[C:13]=12, predict the reaction product. The product is: [Cl:11][C:12]1[C:17]([C:18]2[CH:19]=[CH:20][CH:21]=[CH:22][CH:23]=2)=[N:16][N:15]=[C:14]2[N:24]([CH2:28][CH2:29][N:30]3[CH2:34][CH2:33][C@@H:32]([F:35])[CH2:31]3)[N:25]=[C:26]([C:4]3[CH:5]=[CH:6][CH:7]=[C:2]([F:1])[CH:3]=3)[C:13]=12. (8) Given the reactants [Cl:1][C:2]1[C:10]2[N:9]=[C:8]([NH:11][C:12]3[CH:13]=[N:14][C:15]([O:19][CH3:20])=[CH:16][C:17]=3[CH3:18])[N:7]([CH2:21][CH2:22][CH2:23][CH2:24]O)[C:6]=2[C:5]([CH:26]([CH2:29][CH3:30])[CH2:27][CH3:28])=[CH:4][CH:3]=1.CS(Cl)(=O)=O.C(=O)(O)[O-].[Na+].C(=O)([O-])[O-].[K+].[K+], predict the reaction product. The product is: [Cl:1][C:2]1[C:10]2[N:9]=[C:8]3[N:11]([C:12]4[CH:13]=[N:14][C:15]([O:19][CH3:20])=[CH:16][C:17]=4[CH3:18])[CH2:24][CH2:23][CH2:22][CH2:21][N:7]3[C:6]=2[C:5]([CH:26]([CH2:29][CH3:30])[CH2:27][CH3:28])=[CH:4][CH:3]=1. (9) Given the reactants C(OC(=O)[NH:7][C@H:8]([C:14]([N:16]1[CH2:20][C:19]([F:22])([F:21])[C:18]([F:24])([F:23])[CH2:17]1)=[O:15])[CH2:9][CH2:10][CH2:11][CH2:12][NH2:13])(C)(C)C.[C:26]([C:28]1[CH:29]=[C:30]([CH:34]=[CH:35][CH:36]=1)[C:31]([Cl:33])=[O:32])#[N:27], predict the reaction product. The product is: [ClH:33].[NH2:7][C@H:8]([C:14](=[O:15])[N:16]1[CH2:17][C:18]([F:23])([F:24])[C:19]([F:21])([F:22])[CH2:20]1)[CH2:9][CH2:10][CH2:11][CH2:12][NH:13][C:31](=[O:32])[C:30]1[CH:34]=[CH:35][CH:36]=[C:28]([C:26]#[N:27])[CH:29]=1. (10) Given the reactants [F:1][C:2]([F:29])([S:25](F)(=[O:27])=[O:26])[C:3]([F:24])([F:23])[C:4]([F:22])([F:21])[C:5]([F:20])([F:19])[C:6]([F:18])([F:17])[C:7]([F:16])([F:15])[C:8]([F:14])([F:13])[C:9]([F:12])([F:11])[F:10].C(N(CC)CC)C.[CH2:37]([NH2:47])[CH2:38][CH2:39][CH2:40][CH2:41][CH2:42][CH2:43][CH2:44][CH2:45][CH3:46], predict the reaction product. The product is: [CH2:37]([NH:47][S:25]([C:2]([F:29])([F:1])[C:3]([F:23])([F:24])[C:4]([F:22])([F:21])[C:5]([F:20])([F:19])[C:6]([F:17])([F:18])[C:7]([F:15])([F:16])[C:8]([F:13])([F:14])[C:9]([F:11])([F:12])[F:10])(=[O:27])=[O:26])[CH2:38][CH2:39][CH2:40][CH2:41][CH2:42][CH2:43][CH2:44][CH2:45][CH3:46].